Task: Predict which catalyst facilitates the given reaction.. Dataset: Catalyst prediction with 721,799 reactions and 888 catalyst types from USPTO (1) Reactant: [CH2:1]([O:3][C:4](=[O:20])[C:5]1[CH:10]=[CH:9][C:8]([N:11]=[CH:12][C:13]2[CH:14]=[N:15][CH:16]=[C:17]([Br:19])[CH:18]=2)=[CH:7][CH:6]=1)[CH3:2].O.[O-]S(C(F)(F)F)(=O)=O.[Yb+3].[O-]S(C(F)(F)F)(=O)=O.[O-]S(C(F)(F)F)(=O)=O.[CH:47](=[O:51])[CH:48]([CH3:50])[CH3:49].O. Product: [CH2:1]([O:3][C:4]([C:5]1[CH:10]=[C:9]2[C:8](=[CH:7][CH:6]=1)[NH:11][CH:12]([C:13]1[CH:14]=[N:15][CH:16]=[C:17]([Br:19])[CH:18]=1)[C:48]([CH3:50])([CH3:49])[CH:47]2[OH:51])=[O:20])[CH3:2]. The catalyst class is: 7. (2) Reactant: C([O:4][C:5]1[CH:10]=[CH:9][C:8]([C:11]([N:13]2[CH2:16][CH:15]([N:17]3[CH2:22][CH2:21][N:20]([C:23]([C:25]4[CH:30]=[CH:29][CH:28]=[CH:27][CH:26]=4)=[O:24])[CH2:19][CH2:18]3)[CH2:14]2)=[O:12])=[CH:7][CH:6]=1)(=O)C.[Li+].[OH-].Cl. Product: [C:25]1([C:23]([N:20]2[CH2:21][CH2:22][N:17]([CH:15]3[CH2:16][N:13]([C:11]([C:8]4[CH:7]=[CH:6][C:5]([OH:4])=[CH:10][CH:9]=4)=[O:12])[CH2:14]3)[CH2:18][CH2:19]2)=[O:24])[CH:30]=[CH:29][CH:28]=[CH:27][CH:26]=1. The catalyst class is: 87. (3) Reactant: C([O-])(=O)C.[Na+].[OH:6][C:7]1[CH:12]=[C:11]([C:13]([F:16])([F:15])[F:14])[N:10]=[CH:9][N:8]=1.[Br:17]Br. Product: [Br:17][C:12]1[C:7]([OH:6])=[N:8][CH:9]=[N:10][C:11]=1[C:13]([F:16])([F:14])[F:15]. The catalyst class is: 15. (4) Reactant: [Cl:1][C:2]1[CH:3]=[C:4]([C:9]2([C:22]([F:25])([F:24])[F:23])[O:13][N:12]=[C:11]([C:14]3[CH:15]=[CH:16][C:17]([CH3:21])=[C:18]([CH:20]=3)[NH2:19])[CH2:10]2)[CH:5]=[C:6]([Cl:8])[CH:7]=1.[Cl:26][C:27]1[CH:28]=[C:29]([CH:33]=[CH:34][CH:35]=1)[C:30](O)=[O:31].Cl.C(N(CC)CCCN=C=NCC)C.C(=O)([O-])O.[Na+]. Product: [Cl:1][C:2]1[CH:3]=[C:4]([C:9]2([C:22]([F:23])([F:25])[F:24])[O:13][N:12]=[C:11]([C:14]3[CH:15]=[CH:16][C:17]([CH3:21])=[C:18]([NH:19][C:30](=[O:31])[C:29]4[CH:33]=[CH:34][CH:35]=[C:27]([Cl:26])[CH:28]=4)[CH:20]=3)[CH2:10]2)[CH:5]=[C:6]([Cl:8])[CH:7]=1. The catalyst class is: 9. (5) Reactant: Br[C:2]1[CH:6]=[CH:5][S:4][C:3]=1[NH:7][C:8](=[O:14])[O:9][C:10]([CH3:13])([CH3:12])[CH3:11].C([O-])([O-])=O.[K+].[K+].Br[CH2:22]/[CH:23]=[CH:24]/[C:25]([O:27][CH2:28][CH3:29])=[O:26].C1(P(C2C=CC=CC=2)C2C=CC=CC=2)C=CC=CC=1. Product: [CH2:28]([O:27][C:25](=[O:26])[CH2:24][C:23]1[C:2]2[CH:6]=[CH:5][S:4][C:3]=2[N:7]([C:8]([O:9][C:10]([CH3:13])([CH3:12])[CH3:11])=[O:14])[CH:22]=1)[CH3:29]. The catalyst class is: 416. (6) Reactant: [Cl:1][C:2]1[CH:7]=[CH:6][CH:5]=[C:4]([Cl:8])[C:3]=1[C:9]1[C:13]([CH2:14][NH:15][C:16]2[S:17][C:18]3[CH:24]=[C:23]([C:25]4[CH:26]=[C:27]([CH:32]=[CH:33][CH:34]=4)[C:28]([O:30]C)=[O:29])[CH:22]=[CH:21][C:19]=3[N:20]=2)=[C:12]([CH:35]([CH3:37])[CH3:36])[O:11][N:10]=1.[OH-].[Li+]. Product: [Cl:1][C:2]1[CH:7]=[CH:6][CH:5]=[C:4]([Cl:8])[C:3]=1[C:9]1[C:13]([CH2:14][NH:15][C:16]2[S:17][C:18]3[CH:24]=[C:23]([C:25]4[CH:26]=[C:27]([CH:32]=[CH:33][CH:34]=4)[C:28]([OH:30])=[O:29])[CH:22]=[CH:21][C:19]=3[N:20]=2)=[C:12]([CH:35]([CH3:37])[CH3:36])[O:11][N:10]=1. The catalyst class is: 7.